This data is from Reaction yield outcomes from USPTO patents with 853,638 reactions. The task is: Predict the reaction yield, written as a fraction of the theoretical maximum amount of product (1.0 means a 100% yield; for example, 0.34 means a 34% yield). (1) The reactants are [NH2:1][C:2]1[CH:7]=[CH:6][C:5]([C:8]2([C:11]([O:13][CH3:14])=[O:12])[CH2:10][CH2:9]2)=[CH:4][CH:3]=1.C1C(=O)N([Br:22])C(=O)C1.O. The catalyst is C(#N)C. The product is [NH2:1][C:2]1[CH:3]=[CH:4][C:5]([C:8]2([C:11]([O:13][CH3:14])=[O:12])[CH2:10][CH2:9]2)=[CH:6][C:7]=1[Br:22]. The yield is 0.780. (2) The reactants are Br[C:2]1[S:11][C:10]2[C:9]3[CH:12]=[CH:13][C:14]([C:16]#[N:17])=[CH:15][C:8]=3[O:7][CH2:6][CH2:5][C:4]=2[CH:3]=1.C(=O)([O-])[O-].[Na+].[Na+].[C:24](#[N:26])[CH3:25]. The catalyst is CCOC(C)=O.C1C=CC([P]([Pd]([P](C2C=CC=CC=2)(C2C=CC=CC=2)C2C=CC=CC=2)([P](C2C=CC=CC=2)(C2C=CC=CC=2)C2C=CC=CC=2)[P](C2C=CC=CC=2)(C2C=CC=CC=2)C2C=CC=CC=2)(C2C=CC=CC=2)C2C=CC=CC=2)=CC=1. The product is [CH3:25][C:24]1[CH:10]=[C:4]([C:2]2[S:11][C:10]3[C:9]4[CH:12]=[CH:13][C:14]([C:16]#[N:17])=[CH:15][C:8]=4[O:7][CH2:6][CH2:5][C:4]=3[CH:3]=2)[CH:3]=[CH:2][N:26]=1. The yield is 0.170. (3) The reactants are [C:1](=[O:29])([O:12][CH2:13][C@@H:14]1[CH2:18][CH2:17][C@H:16]([N:19]2[CH:27]=[N:26][C:25]3[C:24](=[O:28])[N:23]=[CH:22][NH:21][C:20]2=3)[O:15]1)OC1C=CC([N+]([O-])=O)=CC=1.CCN(C(C)C)C(C)C.[NH2:39][CH2:40][CH2:41][NH:42][C:43](=[O:65])[CH2:44][CH2:45]/[CH:46]=[CH:47]\[CH2:48]/[CH:49]=[CH:50]\[CH2:51]/[CH:52]=[CH:53]\[CH2:54]/[CH:55]=[CH:56]\[CH2:57]/[CH:58]=[CH:59]\[CH2:60]/[CH:61]=[CH:62]\[CH2:63][CH3:64]. The catalyst is CN(C1C=CN=CC=1)C.CN(C=O)C.CCOC(C)=O. The product is [C:43]([NH:42][CH2:41][CH2:40][NH:39][C:1](=[O:29])[O:12][CH2:13][C@@H:14]1[CH2:18][CH2:17][C@H:16]([N:19]2[CH:27]=[N:26][C:25]3[C:24](=[O:28])[N:23]=[CH:22][NH:21][C:20]2=3)[O:15]1)(=[O:65])[CH2:44][CH2:45]/[CH:46]=[CH:47]\[CH2:48]/[CH:49]=[CH:50]\[CH2:51]/[CH:52]=[CH:53]\[CH2:54]/[CH:55]=[CH:56]\[CH2:57]/[CH:58]=[CH:59]\[CH2:60]/[CH:61]=[CH:62]\[CH2:63][CH3:64]. The yield is 0.870. (4) The reactants are [CH2:1]([C:4]1[C:5]([C:9]([O:11][CH3:12])=[O:10])=[CH:6][NH:7][CH:8]=1)[CH2:2][CH3:3].[Br:13]N1C(=O)CCC1=O. The catalyst is N1C=CC=CC=1. The product is [Br:13][C:8]1[NH:7][CH:6]=[C:5]([C:9]([O:11][CH3:12])=[O:10])[C:4]=1[CH2:1][CH2:2][CH3:3]. The yield is 0.720. (5) The reactants are [F:1][C:2]1[C:3](Cl)=[N:4][C:5]([Cl:8])=[N:6][CH:7]=1.[CH:10]1(B(O)O)[CH2:12][CH2:11]1.[O-]P([O-])([O-])=O.[K+].[K+].[K+]. The catalyst is C1C=CC(P(C2C=CC=CC=2)[C-]2C=CC=C2)=CC=1.C1C=CC(P(C2C=CC=CC=2)[C-]2C=CC=C2)=CC=1.Cl[Pd]Cl.[Fe+2].ClCCl. The product is [Cl:8][C:5]1[N:4]=[C:3]([CH:10]2[CH2:12][CH2:11]2)[C:2]([F:1])=[CH:7][N:6]=1. The yield is 0.790. (6) The reactants are [Br:1][C:2]1[CH:7]=[CH:6][C:5]([C:8]2[O:9][C:10]([CH3:16])=[C:11]([CH2:13][C:14]#N)[N:12]=2)=[CH:4][CH:3]=1.COCCO.[OH-:22].[K+].[OH2:24]. No catalyst specified. The product is [Br:1][C:2]1[CH:7]=[CH:6][C:5]([C:8]2[O:9][C:10]([CH3:16])=[C:11]([CH2:13][C:14]([OH:24])=[O:22])[N:12]=2)=[CH:4][CH:3]=1. The yield is 0.600. (7) The reactants are C1COCC1.Br[C:7]1[C:8]([C:12]2[CH:13]=[N:14][CH:15]=[CH:16][CH:17]=2)=[N:9][O:10][CH:11]=1.[CH:18](/B(O)O)=[CH:19]\[CH2:20][CH2:21][CH2:22][CH3:23].[O-]P([O-])([O-])=O.[K+].[K+].[K+]. The catalyst is C(OCC)(=O)C.CC([O-])=O.CC([O-])=O.[Pd+2].COC1C=CC=C(OC)C=1C1C=CC=CC=1P(C1CCCCC1)C1CCCCC1. The product is [CH:18]([C:7]1[C:8]([C:12]2[CH:13]=[N:14][CH:15]=[CH:16][CH:17]=2)=[N:9][O:10][CH:11]=1)=[CH:19][CH2:20][CH2:21][CH2:22][CH3:23]. The yield is 0.690. (8) The reactants are [Br:1][C:2]1[C:11]([CH:12]([CH2:17][N:18]2[CH2:23][CH2:22][CH:21]([N:24]([CH2:32][C:33]3[N:38]=[CH:37][C:36]4[O:39][CH2:40][CH2:41][O:42][C:35]=4[CH:34]=3)[C:25]([O:27][C:28]([CH3:31])([CH3:30])[CH3:29])=[O:26])[CH2:20][CH2:19]2)[C:13](OC)=[O:14])=[C:10]2[C:5]([CH:6]=[CH:7][C:8]([O:43][CH3:44])=[N:9]2)=[CH:4][CH:3]=1.[H-].[Al+3].[Li+].[H-].[H-].[H-]. The catalyst is O1CCCC1. The product is [Br:1][C:2]1[C:11]([CH:12]([CH2:13][OH:14])[CH2:17][N:18]2[CH2:23][CH2:22][CH:21]([N:24]([CH2:32][C:33]3[N:38]=[CH:37][C:36]4[O:39][CH2:40][CH2:41][O:42][C:35]=4[CH:34]=3)[C:25](=[O:26])[O:27][C:28]([CH3:31])([CH3:30])[CH3:29])[CH2:20][CH2:19]2)=[C:10]2[C:5]([CH:6]=[CH:7][C:8]([O:43][CH3:44])=[N:9]2)=[CH:4][CH:3]=1. The yield is 0.510. (9) The catalyst is C(Cl)Cl.CN(C1C=CN=CC=1)C. The product is [C:32]([O:36][C:37]([N:39]([C:48]1[CH:49]=[CH:50][C:51]([C:52]([O:10][C@H:9]([C:11]2[CH:16]=[CH:15][C:14]([O:17][CH:18]([F:20])[F:19])=[C:13]([O:21][CH2:22][CH:23]3[CH2:25][CH2:24]3)[CH:12]=2)[CH2:8][C:7]2[C:6]([Cl:26])=[CH:5][N+:4]([O-:27])=[CH:3][C:2]=2[Cl:1])=[O:53])=[CH:55][CH:56]=1)[S:40]([CH2:43][CH2:44][N:45]([CH3:47])[CH3:46])(=[O:42])=[O:41])=[O:38])([CH3:35])([CH3:33])[CH3:34]. The yield is 0.732. The reactants are [Cl:1][C:2]1[CH:3]=[N+:4]([O-:27])[CH:5]=[C:6]([Cl:26])[C:7]=1[CH2:8][C@@H:9]([C:11]1[CH:16]=[CH:15][C:14]([O:17][CH:18]([F:20])[F:19])=[C:13]([O:21][CH2:22][CH:23]2[CH2:25][CH2:24]2)[CH:12]=1)[OH:10].C(Cl)CCl.[C:32]([O:36][C:37]([N:39]([C:48]1[CH:56]=[CH:55][C:51]([C:52](O)=[O:53])=[CH:50][CH:49]=1)[S:40]([CH2:43][CH2:44][N:45]([CH3:47])[CH3:46])(=[O:42])=[O:41])=[O:38])([CH3:35])([CH3:34])[CH3:33]. (10) The reactants are [CH:1]1[C:6]([NH2:7])=[CH:5][CH:4]=[C:3]([N:8]=[N:9][C:10]2[CH:15]=[CH:14][C:13]([N+:16]([O-:18])=[O:17])=[CH:12][CH:11]=2)[CH:2]=1.[C:19](Cl)(Cl)=[O:20]. The catalyst is C1COCC1. The product is [N:7]([C:6]1[CH:1]=[CH:2][C:3]([N:8]=[N:9][C:10]2[CH:15]=[CH:14][C:13]([N+:16]([O-:18])=[O:17])=[CH:12][CH:11]=2)=[CH:4][CH:5]=1)=[C:19]=[O:20]. The yield is 1.12.